Predict the reaction yield, written as a fraction of the theoretical maximum amount of product (1.0 means a 100% yield; for example, 0.34 means a 34% yield). From a dataset of Reaction yield outcomes from USPTO patents with 853,638 reactions. (1) The reactants are COC([CH:5]1[N:10]([C:11]2[CH:16]=[CH:15][C:14]([C:17]([F:20])([F:19])[F:18])=[CH:13][N:12]=2)[CH2:9][CH2:8][N:7](C(OC(C)(C)C)=O)[CH2:6]1)=O.[C:28]([OH:34])(C(F)(F)F)=[O:29].[CH2:35](Cl)Cl. The catalyst is C(Cl)Cl. The product is [CH3:35][O:34][C:28]([C@H:6]1[CH2:5][N:10]([C:11]2[CH:16]=[CH:15][C:14]([C:17]([F:18])([F:19])[F:20])=[CH:13][N:12]=2)[CH2:9][CH2:8][NH:7]1)=[O:29]. The yield is 0.940. (2) The reactants are [NH2:1][C:2]1[CH:7]=[CH:6][C:5]([Cl:8])=[CH:4][C:3]=1[OH:9].[C:10]([Si:14](Cl)([C:21]1[CH:26]=[CH:25][CH:24]=[CH:23][CH:22]=1)[C:15]1[CH:20]=[CH:19][CH:18]=[CH:17][CH:16]=1)([CH3:13])([CH3:12])[CH3:11].N1C=CN=C1. The catalyst is C1COCC1. The product is [C:10]([Si:14]([C:21]1[CH:26]=[CH:25][CH:24]=[CH:23][CH:22]=1)([C:15]1[CH:16]=[CH:17][CH:18]=[CH:19][CH:20]=1)[O:9][C:3]1[CH:4]=[C:5]([Cl:8])[CH:6]=[CH:7][C:2]=1[NH2:1])([CH3:13])([CH3:11])[CH3:12]. The yield is 0.310. (3) The reactants are C[O:2][C:3](=[O:14])[C:4]1[CH:9]=[CH:8][CH:7]=[C:6]([C:10](=[NH:13])[NH:11][OH:12])[CH:5]=1.C(N(C(C)C)CC)(C)C.[F:24][C:25]1[CH:33]=[CH:32][CH:31]=[CH:30][C:26]=1[C:27](Cl)=O. The catalyst is C1COCC1. The product is [F:24][C:25]1[CH:33]=[CH:32][CH:31]=[CH:30][C:26]=1[C:27]1[O:12][N:11]=[C:10]([C:6]2[CH:5]=[C:4]([CH:9]=[CH:8][CH:7]=2)[C:3]([OH:2])=[O:14])[N:13]=1. The yield is 0.830. (4) The reactants are [OH:1][C:2]1[C:9]([OH:10])=[CH:8][CH:7]=[CH:6][C:3]=1[CH:4]=[O:5].Br[CH2:12][CH2:13]Br.C(=O)([O-])[O-].[Cs+].[Cs+].[BH4-].[Na+]. The catalyst is CN(C)C=O.C(O)C. The product is [O:10]1[C:9]2[CH:8]=[CH:7][CH:6]=[C:3]([CH2:4][OH:5])[C:2]=2[O:1][CH2:13][CH2:12]1. The yield is 0.270. (5) The reactants are [C:1]([C:3]1[NH:4][C:5]2[C:10]([CH:11]=1)=[CH:9][CH:8]=[CH:7][C:6]=2[NH:12][S:13]([C:16]1[S:17][CH:18]=[CH:19][CH:20]=1)(=[O:15])=[O:14])#[N:2].Cl.[CH2:22]([O:24][C:25](=[O:30])[C@H:26]([CH2:28][SH:29])N)[CH3:23].C(O)C. The catalyst is O. The product is [S:17]1[CH:18]=[CH:19][CH:20]=[C:16]1[S:13]([NH:12][C:6]1[CH:7]=[CH:8][CH:9]=[C:10]2[C:5]=1[NH:4][C:3]([C:1]1[S:29][CH2:28][CH:26]([C:25]([O:24][CH2:22][CH3:23])=[O:30])[N:2]=1)=[CH:11]2)(=[O:14])=[O:15]. The yield is 0.250. (6) The reactants are [N:1]1[C:10]2[NH:9][CH2:8][CH2:7][CH2:6][C:5]=2[CH:4]=[CH:3][C:2]=1[CH2:11][CH2:12][O:13][C:14]1[CH:15]=[CH:16][C:17]([CH2:20][C@@H:21]([C:23]([O:25]C)=[O:24])[NH2:22])=[N:18][CH:19]=1.OP=O.CCN=C=NCCCN(C)C.[Cl:41][C:42]1[CH:46]=[CH:45][S:44][C:43]=1[C:47](O)=[O:48].[OH-].[Na+]. The catalyst is CN(C=O)C.O. The product is [Cl:41][C:42]1[CH:46]=[CH:45][S:44][C:43]=1[C:47]([NH:22][C@H:21]([C:23]([OH:25])=[O:24])[CH2:20][C:17]1[CH:16]=[CH:15][C:14]([O:13][CH2:12][CH2:11][C:2]2[CH:3]=[CH:4][C:5]3[CH2:6][CH2:7][CH2:8][NH:9][C:10]=3[N:1]=2)=[CH:19][N:18]=1)=[O:48]. The yield is 0.570. (7) The yield is 0.910. The catalyst is C(Cl)Cl. The product is [C:15]([N:11]1[CH2:12][CH2:13][CH:8]([OH:7])[CH2:9][CH2:10]1)#[N:14]. The reactants are C(=O)(O)[O-].[Na+].O.[OH:7][CH:8]1[CH2:13][CH2:12][NH:11][CH2:10][CH2:9]1.[N:14]#[C:15]Br. (8) The reactants are [NH:1]1[C:8](=[O:9])[CH2:7][C:5](=[O:6])[NH:4][C:2]1=[O:3].C(N(CC)C(C)C)(C)C.[N:19]([CH2:22][C:23]([O:25]CC)=[O:24])=[C:20]=[O:21]. The catalyst is ClCCl.CN(C=O)C. The product is [OH:6][C:5]1[NH:4][C:2](=[O:3])[NH:1][C:8](=[O:9])[C:7]=1[C:20]([NH:19][CH2:22][C:23]([OH:25])=[O:24])=[O:21]. The yield is 0.220. (9) The reactants are [CH2:1]([O:3][C:4]1[CH:5]=[C:6]([C:10](=[O:17])[CH2:11]C(=O)C(F)F)[CH:7]=[CH:8][CH:9]=1)[CH3:2].NC1C(Br)=CNN=1. No catalyst specified. The product is [CH3:2][CH2:1][O:3][C:4]1[CH:5]=[C:6]([C:10]([CH3:11])=[O:17])[CH:7]=[CH:8][CH:9]=1. The yield is 0.830. (10) The reactants are [S:1]1[CH:5]=[CH:4][C:3]([N:6]2[C:14]3[C:9](=[CH:10][CH:11]=[CH:12][CH:13]=3)[C:8](=O)[C:7]2=[O:16])=[CH:2]1.[F:17][C:18]([F:27])([F:26])[C:19]1[CH:20]=[C:21]([CH:23]=[CH:24][CH:25]=1)[NH2:22]. No catalyst specified. The product is [S:1]1[CH:5]=[CH:4][C:3]([N:6]2[C:14]3[C:9](=[CH:10][CH:11]=[CH:12][CH:13]=3)[C:8](=[N:22][C:21]3[CH:23]=[CH:24][CH:25]=[C:19]([C:18]([F:17])([F:26])[F:27])[CH:20]=3)[C:7]2=[O:16])=[CH:2]1. The yield is 0.220.